Dataset: Reaction yield outcomes from USPTO patents with 853,638 reactions. Task: Predict the reaction yield, written as a fraction of the theoretical maximum amount of product (1.0 means a 100% yield; for example, 0.34 means a 34% yield). (1) The yield is 0.760. The product is [CH3:1][N:2]1[CH2:7][CH2:6][O:5][C:4]2[CH:9]=[CH:10][CH:11]=[C:12]([O:13][CH2:14][C:15]([O:17][CH2:18][CH3:19])=[O:16])[C:3]1=2. The catalyst is C1COCC1.CO. The reactants are [CH3:1][N:2]1[C:7](=O)[CH2:6][O:5][C:4]2[CH:9]=[CH:10][CH:11]=[C:12]([O:13][CH2:14][C:15]([O:17][CH2:18][CH3:19])=[O:16])[C:3]1=2. (2) The reactants are [Cl:1][C:2]1[CH:3]=[C:4]([CH:19]=[CH:20][CH:21]=1)[CH2:5][O:6][C:7]1[CH:18]=[CH:17][C:10]2[CH2:11][C:12](=[O:16])[NH:13][CH2:14][CH2:15][C:9]=2[CH:8]=1.[C:22]([O-])(=[O:24])[CH3:23].[Na+].O.ClCCl. The catalyst is C(OC(=O)C)(=O)C. The product is [C:22]([N:13]1[CH2:14][CH2:15][C:9]2[CH:8]=[C:7]([O:6][CH2:5][C:4]3[CH:19]=[CH:20][CH:21]=[C:2]([Cl:1])[CH:3]=3)[CH:18]=[CH:17][C:10]=2[CH2:11][C:12]1=[O:16])(=[O:24])[CH3:23]. The yield is 0.790. (3) The reactants are [CH3:1][NH:2][C:3]([C:5]1[C:13]2[C:8](=[CH:9][C:10]([NH:14][C:15]3[CH:20]=[CH:19][CH:18]=[CH:17][C:16]=3[C:21](=[O:26])[NH:22][CH2:23][C:24]#[CH:25])=[CH:11][CH:12]=2)[N:7](C2CCCCO2)[N:6]=1)=[O:4].C(Cl)Cl.OC(C(F)(F)F)=O.FC(F)(F)C(O)=O.C([SiH](CC)CC)C. The catalyst is C1(C)C=CC=CC=1. The product is [CH3:1][NH:2][C:3]([C:5]1[C:13]2[C:8](=[CH:9][C:10]([NH:14][C:15]3[CH:20]=[CH:19][CH:18]=[CH:17][C:16]=3[C:21](=[O:26])[NH:22][CH2:23][C:24]#[CH:25])=[CH:11][CH:12]=2)[NH:7][N:6]=1)=[O:4]. The yield is 0.500. (4) The reactants are N[C:2]1[O:7][CH:6]2[C:8]3[C:12](=[CH:13][CH:14]=[C:5]2[CH:4]([C:15]2[CH:20]=[C:19]([O:21][CH3:22])[C:18]([O:23][CH3:24])=[C:17]([Br:25])[CH:16]=2)[C:3]=1[C:26]#[N:27])[N:11]=[CH:10][CH:9]=3.C(ON=O)(C)(C)C.[BH4-].[Na+]. The catalyst is C1COCC1. The product is [Br:25][C:17]1[CH:16]=[C:15]([CH:4]2[C:3]([C:26]#[N:27])=[CH:2][O:7][CH:6]3[C:8]4[C:12](=[CH:13][CH:14]=[C:5]23)[N:11]=[CH:10][CH:9]=4)[CH:20]=[C:19]([O:21][CH3:22])[C:18]=1[O:23][CH3:24]. The yield is 0.400. (5) The product is [CH2:34]([N:22]1[CH:23]=[C:24]([C:26]2[CH:31]=[CH:30][C:29]([Cl:32])=[CH:28][C:27]=2[Cl:33])[N:25]=[C:21]1[C@@H:20]([NH:38][C:46](=[O:47])[CH2:45][CH:40]1[CH2:44][CH2:43][CH2:42][CH2:41]1)[CH2:19][C:16]1[CH:15]=[CH:14][C:13]([O:12][CH2:11][C:8]2[CH:9]=[CH:10][C:5]([C:4]([OH:3])=[O:39])=[CH:6][CH:7]=2)=[CH:18][CH:17]=1)[CH2:35][CH2:36][CH3:37]. No catalyst specified. The yield is 0.690. The reactants are Cl.C[O:3][C:4](=[O:39])[C:5]1[CH:10]=[CH:9][C:8]([CH2:11][O:12][C:13]2[CH:18]=[CH:17][C:16]([CH2:19][C@H:20]([NH2:38])[C:21]3[N:22]([CH2:34][CH2:35][CH2:36][CH3:37])[CH:23]=[C:24]([C:26]4[CH:31]=[CH:30][C:29]([Cl:32])=[CH:28][C:27]=4[Cl:33])[N:25]=3)=[CH:15][CH:14]=2)=[CH:7][CH:6]=1.[CH:40]1([CH2:45][C:46](O)=[O:47])[CH2:44][CH2:43][CH2:42][CH2:41]1.